This data is from Forward reaction prediction with 1.9M reactions from USPTO patents (1976-2016). The task is: Predict the product of the given reaction. (1) Given the reactants [Cl:1][C:2]1[S:6][C:5]([S:7]([NH:10][C:11]2[C:19]3[C:14](=[CH:15][CH:16]=[CH:17][C:18]=3[O:20][CH3:21])[N:13]([C:22]([O:24][C:25]([CH3:28])([CH3:27])[CH3:26])=[O:23])[N:12]=2)(=[O:9])=[O:8])=[CH:4][CH:3]=1.[CH3:29][Si:30]([CH3:37])([CH3:36])[CH2:31][CH2:32][O:33][CH2:34]Cl.C(NC(C)C)(C)C, predict the reaction product. The product is: [Cl:1][C:2]1[S:6][C:5]([S:7]([N:10]([CH2:34][O:33][CH2:32][CH2:31][Si:30]([CH3:37])([CH3:36])[CH3:29])[C:11]2[C:19]3[C:14](=[CH:15][CH:16]=[CH:17][C:18]=3[O:20][CH3:21])[N:13]([C:22]([O:24][C:25]([CH3:28])([CH3:27])[CH3:26])=[O:23])[N:12]=2)(=[O:8])=[O:9])=[CH:4][CH:3]=1. (2) The product is: [CH3:16][C:17]([CH3:49])([CH3:48])[CH:18]([C:33]1[CH:34]=[CH:35][C:36]([C:37]([NH:39][CH:40]2[CH2:45][CH2:44][N:43]([CH2:2][CH2:3][F:4])[CH2:42][CH2:41]2)=[O:38])=[CH:46][CH:47]=1)[C:19]1[CH:24]=[CH:23][C:22]([O:25][CH2:26][C:27]2[CH:32]=[CH:31][CH:30]=[CH:29][N:28]=2)=[CH:21][CH:20]=1. Given the reactants Br[CH2:2][CH2:3][F:4].C(N(CC)C(C)C)(C)C.[I-].[K+].[CH3:16][C:17]([CH3:49])([CH3:48])[CH:18]([C:33]1[CH:47]=[CH:46][C:36]([C:37]([NH:39][CH:40]2[CH2:45][CH2:44][NH:43][CH2:42][CH2:41]2)=[O:38])=[CH:35][CH:34]=1)[C:19]1[CH:24]=[CH:23][C:22]([O:25][CH2:26][C:27]2[CH:32]=[CH:31][CH:30]=[CH:29][N:28]=2)=[CH:21][CH:20]=1, predict the reaction product. (3) Given the reactants [F:1][C:2]1[CH:10]=[CH:9][CH:8]=[C:7]2[C:3]=1[C:4]([C:11]([OH:13])=O)=[N:5][NH:6]2.[O:14]1[CH2:19][CH2:18][CH:17]([NH2:20])[CH2:16][CH2:15]1, predict the reaction product. The product is: [F:1][C:2]1[CH:10]=[CH:9][CH:8]=[C:7]2[C:3]=1[C:4]([C:11]([NH:20][CH:17]1[CH2:18][CH2:19][O:14][CH2:15][CH2:16]1)=[O:13])=[N:5][NH:6]2. (4) Given the reactants CCN=C=NCCCN(C)C.[OH2:12].ON1[C:18]2[CH:19]=[CH:20]C=C[C:17]=2[N:16]=N1.C[N:24]([CH:26]=[O:27])C, predict the reaction product. The product is: [CH2:19]([CH2:18][C:17]([NH2:16])=[O:12])[CH2:20][C:26]([NH2:24])=[O:27]. (5) Given the reactants [CH3:1][O:2][C:3]1[CH:8]=[CH:7][C:6]([N:9]2[C:18](=[O:19])[C:17]3[C:12](=[CH:13][CH:14]=[CH:15][CH:16]=3)[N:11]=[C:10]2[CH:20]([NH:22][CH3:23])[CH3:21])=[CH:5][CH:4]=1.[C:24]([C:28]1[CH:36]=[CH:35][C:31]([C:32](Cl)=[O:33])=[CH:30][CH:29]=1)([CH3:27])([CH3:26])[CH3:25].C(O)C(N)(CO)CO, predict the reaction product. The product is: [C:24]([C:28]1[CH:36]=[CH:35][C:31]([C:32]([N:22]([CH:20]([C:10]2[N:9]([C:6]3[CH:5]=[CH:4][C:3]([O:2][CH3:1])=[CH:8][CH:7]=3)[C:18](=[O:19])[C:17]3[C:12](=[CH:13][CH:14]=[CH:15][CH:16]=3)[N:11]=2)[CH3:21])[CH3:23])=[O:33])=[CH:30][CH:29]=1)([CH3:27])([CH3:26])[CH3:25].